This data is from Retrosynthesis with 50K atom-mapped reactions and 10 reaction types from USPTO. The task is: Predict the reactants needed to synthesize the given product. (1) Given the product Fc1cnc(-c2cc(-c3cnnc(-c4ccncc4F)c3)ccc2F)c(F)c1, predict the reactants needed to synthesize it. The reactants are: CCCC[Sn](CCCC)(CCCC)c1ccncc1F.Fc1cnc(-c2cc(-c3cnnc(Cl)c3)ccc2F)c(F)c1. (2) Given the product COCCCN(C)C(=O)c1ccc(-n2ncc(-c3ccc(C#N)cc3C)c2O)nc1, predict the reactants needed to synthesize it. The reactants are: CNCCCOC.Cc1cc(C#N)ccc1-c1cnn(-c2ccc(C(=O)O)cn2)c1O. (3) Given the product COc1cccc(-c2c([Si](C)(C)C)[nH]c3ccnc(Cl)c23)c1, predict the reactants needed to synthesize it. The reactants are: COc1cccc(C#C[Si](C)(C)C)c1.Nc1ccnc(Cl)c1I. (4) The reactants are: CCCCC/C=C\C/C=C\CCCCCCCC(=O)O[C@@H]1CNC[C@H]1OC(=O)CCCCCCC/C=C\C/C=C\CCCCC.CN(C)CC(=O)O. Given the product CCCCC/C=C\C/C=C\CCCCCCCC(=O)O[C@@H]1CN(C(=O)CN(C)C)C[C@H]1OC(=O)CCCCCCC/C=C\C/C=C\CCCCC, predict the reactants needed to synthesize it. (5) Given the product Cc1cccc2nc[nH]c(=O)c12, predict the reactants needed to synthesize it. The reactants are: Cc1cccc(N)c1C(=O)O.NC=O. (6) Given the product COc1ccccc1-c1ccc2c(c1COCc1ccccc1)C(C)=CC(C)(C)N2, predict the reactants needed to synthesize it. The reactants are: COc1ccccc1-c1ccc2c(c1CCl)C(C)=CC(C)(C)N2.OCc1ccccc1.